This data is from Reaction yield outcomes from USPTO patents with 853,638 reactions. The task is: Predict the reaction yield, written as a fraction of the theoretical maximum amount of product (1.0 means a 100% yield; for example, 0.34 means a 34% yield). The reactants are [F:1][C:2]([F:9])([F:8])[C:3]([O:5]CC)=O.C[O-].[Na+].CO.[CH3:15][C:16]([C:18]1[CH:23]=[CH:22][C:21]([S:24][CH3:25])=[CH:20][CH:19]=1)=[O:17].Cl. The catalyst is CC(OC)(C)C. The product is [F:9][C:2]([F:1])([F:8])[C:3](=[O:5])[CH2:15][C:16]([C:18]1[CH:23]=[CH:22][C:21]([S:24][CH3:25])=[CH:20][CH:19]=1)=[O:17]. The yield is 0.710.